Dataset: Catalyst prediction with 721,799 reactions and 888 catalyst types from USPTO. Task: Predict which catalyst facilitates the given reaction. (1) Reactant: [C:1]([O:7][CH2:8][C:9]([F:15])([F:14])[S:10]([O-:13])(=[O:12])=[O:11])(=[O:6])[C:2]([CH3:5])([CH3:4])[CH3:3].[Na+].[Br-].[C:18]([C:22]1[CH:27]=[CH:26][C:25]([S+:28]([C:35]2[CH:40]=[CH:39][CH:38]=[CH:37][CH:36]=2)[C:29]2[CH:34]=[CH:33][CH:32]=[CH:31][CH:30]=2)=[CH:24][CH:23]=1)([CH3:21])([CH3:20])[CH3:19]. Product: [C:1]([O:7][CH2:8][C:9]([F:15])([F:14])[S:10]([O-:13])(=[O:11])=[O:12])(=[O:6])[C:2]([CH3:5])([CH3:4])[CH3:3].[C:18]([C:22]1[CH:27]=[CH:26][C:25]([S+:28]([C:35]2[CH:40]=[CH:39][CH:38]=[CH:37][CH:36]=2)[C:29]2[CH:30]=[CH:31][CH:32]=[CH:33][CH:34]=2)=[CH:24][CH:23]=1)([CH3:21])([CH3:19])[CH3:20]. The catalyst class is: 4. (2) Product: [ClH:1].[CH3:8][S:9]([C:12]1[CH:13]=[CH:14][C:15]([O:18][CH2:19][CH2:20][C@H:21]2[CH2:23][C@@H:22]2[CH:24]2[CH2:29][CH2:28][NH:27][CH2:26][CH2:25]2)=[N:16][CH:17]=1)(=[O:10])=[O:11]. The catalyst class is: 2. Reactant: [ClH:1].O1CCOCC1.[CH3:8][S:9]([C:12]1[CH:13]=[CH:14][C:15]([O:18][CH2:19][CH2:20][C@H:21]2[CH2:23][C@@H:22]2[CH:24]2[CH2:29][CH2:28][N:27](C(OC(C)(C)C)=O)[CH2:26][CH2:25]2)=[N:16][CH:17]=1)(=[O:11])=[O:10]. (3) Reactant: ClC1C=C(Cl)C(OC)=CC=1N[C:12]1[C:21]2[C:16](=[CH:17][C:18](F)=[CH:19][CH:20]=2)[N:15]=[CH:14][C:13]=1[C:23]#[N:24]. Product: [N:15]1[C:16]2[C:21](=[CH:20][CH:19]=[CH:18][CH:17]=2)[CH:12]=[C:13]([C:23]#[N:24])[CH:14]=1. The catalyst class is: 259. (4) Reactant: Cl[C:2]1[CH:7]=[C:6]([O:8][CH2:9][C:10]#[CH:11])[N:5]=[CH:4][N:3]=1.C(=O)([O-])[O-].[K+].[K+].[F:18][C:19]([F:28])([F:27])[C:20]1[CH:21]=[C:22]([OH:26])[CH:23]=[CH:24][CH:25]=1.[Cl-].[NH4+]. Product: [F:18][C:19]([F:27])([F:28])[C:20]1[CH:21]=[C:22]([CH:23]=[CH:24][CH:25]=1)[O:26][C:2]1[CH:7]=[C:6]([O:8][CH2:9][C:10]#[CH:11])[N:5]=[CH:4][N:3]=1. The catalyst class is: 9. (5) Reactant: [Br:1][C:2]1[CH:3]=[C:4]([NH:11][C:12]2[CH:17]=[C:16]([CH3:18])[CH:15]=[C:14]([CH3:19])[N:13]=2)[C:5]([C:8]([NH2:10])=[O:9])=[N:6][CH:7]=1.[CH3:20][O:21][C:22]1[CH:27]=[CH:26][C:25]([CH:28]([C:30]2[CH:35]=[CH:34][C:33]([O:36][CH3:37])=[CH:32][CH:31]=2)O)=[CH:24][CH:23]=1.O.C1(C)C=CC(S(O)(=O)=O)=CC=1. Product: [CH3:37][O:36][C:33]1[CH:32]=[CH:31][C:30]([CH:28]([C:25]2[CH:26]=[CH:27][C:22]([O:21][CH3:20])=[CH:23][CH:24]=2)[NH:10][C:8]([C:5]2[C:4]([NH:11][C:12]3[CH:17]=[C:16]([CH3:18])[CH:15]=[C:14]([CH3:19])[N:13]=3)=[CH:3][C:2]([Br:1])=[CH:7][N:6]=2)=[O:9])=[CH:35][CH:34]=1. The catalyst class is: 133.